Dataset: Catalyst prediction with 721,799 reactions and 888 catalyst types from USPTO. Task: Predict which catalyst facilitates the given reaction. (1) Reactant: [N-:1]=[N+:2]=[N-:3].[Na+].[CH:5](OCC)(OCC)OCC.[CH3:15][C:16]1[CH:21]=[C:20]([NH2:22])[N:19]=[CH:18][C:17]=1[CH2:23][C:24]([O:26][CH2:27][CH3:28])=[O:25]. Product: [CH3:15][C:16]1[CH:21]=[C:20]([N:22]2[CH:5]=[N:3][N:2]=[N:1]2)[N:19]=[CH:18][C:17]=1[CH2:23][C:24]([O:26][CH2:27][CH3:28])=[O:25]. The catalyst class is: 86. (2) Reactant: C(OC([NH:8][C@@H:9]([CH:13]1[CH2:18][CH2:17][CH2:16][CH2:15][CH2:14]1)[C:10](O)=[O:11])=O)(C)(C)C.F[P-](F)(F)(F)(F)F.N1(OC(N(C)C)=[N+](C)C)C2N=CC=CC=2N=N1.Cl.Cl.[O:45]1[C:54]2[C:49](=[CH:50][CH:51]=[CH:52][CH:53]=2)[C@H:48]([NH:55][C:56]([C@@H:58]2[CH2:63][N:62]3[CH2:64][CH2:65][CH2:66][C@@H:61]3[CH2:60][NH:59]2)=[O:57])[CH2:47][CH2:46]1.C(N(C(C)C)C(C)C)C. Product: [NH2:8][C@@H:9]([CH:13]1[CH2:18][CH2:17][CH2:16][CH2:15][CH2:14]1)[C:10]([N:59]1[C@H:58]([C:56]([NH:55][C@H:48]2[C:49]3[C:54](=[CH:53][CH:52]=[CH:51][CH:50]=3)[O:45][CH2:46][CH2:47]2)=[O:57])[CH2:63][N:62]2[CH2:64][CH2:65][CH2:66][C@@H:61]2[CH2:60]1)=[O:11]. The catalyst class is: 42. (3) Reactant: [CH3:1][O:2][C:3]1[CH:8]=[CH:7][C:6]([N+:9]([O-:11])=[O:10])=[CH:5][N:4]=1.ClC1C=CC(O[CH2:18][C:19]#[N:20])=CC=1.CC([O-])(C)C.[K+].Cl. Product: [CH3:1][O:2][C:3]1[N:4]=[C:5]([CH2:18][C:19]#[N:20])[C:6]([N+:9]([O-:11])=[O:10])=[CH:7][CH:8]=1. The catalyst class is: 7. (4) Reactant: Cl[C:2]1[N:7]=[CH:6][C:5]([S:8]([N:11]([CH2:14][CH3:15])[CH2:12][CH3:13])(=[O:10])=[O:9])=[CH:4][CH:3]=1.O.[NH2:17][NH2:18]. Product: [CH2:12]([N:11]([CH2:14][CH3:15])[S:8]([C:5]1[CH:6]=[N:7][C:2]([NH:17][NH2:18])=[CH:3][CH:4]=1)(=[O:10])=[O:9])[CH3:13]. The catalyst class is: 14. (5) Reactant: [H-].[Al+3].[Li+].[H-].[H-].[H-].[CH2:7]([C:14]1[CH:22]=[CH:21][C:17]([C:18](O)=[O:19])=[CH:16][CH:15]=1)[C:8]1[CH:13]=[CH:12][CH:11]=[CH:10][CH:9]=1. Product: [CH2:7]([C:14]1[CH:15]=[CH:16][C:17]([CH2:18][OH:19])=[CH:21][CH:22]=1)[C:8]1[CH:9]=[CH:10][CH:11]=[CH:12][CH:13]=1. The catalyst class is: 7. (6) Reactant: [NH2:1][C:2]1[CH:7]=[CH:6][CH:5]=[CH:4][C:3]=1[NH:8][C:9]([NH:11][C:12]1[CH:17]=[CH:16][C:15]([Cl:18])=[CH:14][CH:13]=1)=[O:10].N1C=CC=CC=1.[C:25]1([CH3:35])[C:26]([S:31](Cl)(=[O:33])=[O:32])=[CH:27][CH:28]=[CH:29][CH:30]=1. Product: [Cl:18][C:15]1[CH:16]=[CH:17][C:12]([NH:11][C:9](=[O:10])[NH:8][C:3]2[CH:4]=[CH:5][CH:6]=[CH:7][C:2]=2[NH:1][S:31]([C:26]2[CH:27]=[CH:28][CH:29]=[CH:30][C:25]=2[CH3:35])(=[O:33])=[O:32])=[CH:13][CH:14]=1. The catalyst class is: 13. (7) Reactant: [OH:1][C:2]1[N:10]=[C:9]2[C:5]([N:6]=[CH:7][N:8]2[CH:11]2[CH2:15][CH2:14][CH2:13][O:12]2)=[C:4]([NH2:16])[N:3]=1.C(N(CC)CC)C.[CH3:24][N:25]([CH3:29])[C:26](Cl)=[O:27]. Product: [CH3:24][N:25]([CH3:29])[C:26](=[O:27])[O:1][C:2]1[N:10]=[C:9]2[C:5]([N:6]=[CH:7][N:8]2[CH:11]2[CH2:15][CH2:14][CH2:13][O:12]2)=[C:4]([NH2:16])[N:3]=1. The catalyst class is: 17. (8) Reactant: [N:1]([CH2:4][CH:5]1[O:10][C:9]2[C:11]([C:15]3[CH:20]=[CH:19][C:18]([Cl:21])=[CH:17][C:16]=3[Cl:22])=[CH:12][CH:13]=[CH:14][C:8]=2[O:7][CH2:6]1)=[N+]=[N-]. Product: [Cl:22][C:16]1[CH:17]=[C:18]([Cl:21])[CH:19]=[CH:20][C:15]=1[C:11]1[C:9]2[O:10][CH:5]([CH2:4][NH2:1])[CH2:6][O:7][C:8]=2[CH:14]=[CH:13][CH:12]=1. The catalyst class is: 645.